This data is from Experimentally validated miRNA-target interactions with 360,000+ pairs, plus equal number of negative samples. The task is: Binary Classification. Given a miRNA mature sequence and a target amino acid sequence, predict their likelihood of interaction. (1) The miRNA is hsa-miR-518c-5p with sequence UCUCUGGAGGGAAGCACUUUCUG. The protein sequence of the target gene is MGQNWKRQQKLWNVPQLPFIRVPPSIYDTSLLKALNQGQQRYFYSIMRIYNSRPQWEALQTRYIHSLQHQQLLGYITQREALSYALVLRDSTKRASAKVAPQRTIPRKTSAMTRRCPSVLPVSVVLPRAQSKRRQVLRN. Result: 1 (interaction). (2) The miRNA is hsa-miR-554 with sequence GCUAGUCCUGACUCAGCCAGU. The protein sequence of the target gene is MKENVASATVFTLLLFLNTCLLNGQLPPGKPEIFKCRSPNKETFTCWWRPGTDGGLPTNYSLTYHREGETLMHECPDYITGGPNSCHFGKQYTSMWRTYIMMVNATNQMGSSFSDELYVDVTYIVQPDPPLELAVEVKQPEDRKPYLWIKWSPPTLIDLKTGWFTLLYEIRLKPEKAAEWEIHFAGQQTEFKILSLHPGQKYLVQVRCKPDHGYWSAWSPATFIQIPSDFTMNDTTVWISVAVLSAVICLIIVWAVALKGYSMVTCIFPPVPGPKIKGFDAHLLEKGKSEELLSALGCQD.... Result: 1 (interaction). (3) The miRNA is hsa-miR-1208 with sequence UCACUGUUCAGACAGGCGGA. The protein sequence of the target gene is MASKAKKRAVGNGIQRPLGAPGQREEEEEEEDEVEDEEEDEDDSDEEEDEVDEIVDEEVNIEFEAYSISDNDYGGIKKLLQQLFLKAPVNTAELTNLLMQQNHIGSVIKQTDVSEDSDDEVDEDEIFGFISLLNLTERKGTQCAEQIKELVLSFCEKTCEQSMVEQLDKLLNDTSKPVGLLLSERFINVPPQIALPMHQQLQKELSEARRTNKPCGKCCFYLLISKTFMEAGKSSSRKRQDSLQQGALMFANAEEEFFYEKAILKFSYSVQGESDTRLGGRWSFDDVPMTPLRTVMVIPD.... Result: 0 (no interaction).